Dataset: Forward reaction prediction with 1.9M reactions from USPTO patents (1976-2016). Task: Predict the product of the given reaction. (1) Given the reactants [NH:1]1[CH:5]=[CH:4][C:3]([NH2:6])=[N:2]1.O1CCOCC1.[C:13](OCC)(=[O:16])[C:14]#[CH:15], predict the reaction product. The product is: [N:1]1[N:2]2[CH:15]=[CH:14][C:13](=[O:16])[NH:6][C:3]2=[CH:4][CH:5]=1. (2) Given the reactants [CH2:1]([CH:3]([CH2:13][CH3:14])[CH2:4][CH:5]=[CH:6][N:7]1[CH2:12][CH2:11][CH2:10][CH2:9][CH2:8]1)[CH3:2].[C:15]([O:19][CH2:20][CH3:21])(=[O:18])[CH:16]=[CH2:17].C1(C=CC(O)=CC=1)O, predict the reaction product. The product is: [CH2:13]([CH:3]([CH2:1][CH3:2])[CH2:4][CH:5]1[CH2:17][CH:16]([C:15]([O:19][CH2:20][CH3:21])=[O:18])[CH:6]1[N:7]1[CH2:12][CH2:11][CH2:10][CH2:9][CH2:8]1)[CH3:14]. (3) Given the reactants Br[C:2]1[CH:3]=[C:4]([O:13][CH3:14])[C:5]2[O:11][CH2:10][O:9][CH2:8][CH2:7][C:6]=2[CH:12]=1.C([Li])CCC.[CH:20](N1CCOCC1)=[O:21].[Cl-].[NH4+], predict the reaction product. The product is: [CH3:14][O:13][C:4]1[C:5]2[O:11][CH2:10][O:9][CH2:8][CH2:7][C:6]=2[CH:12]=[C:2]([CH:20]=[O:21])[CH:3]=1. (4) Given the reactants C([O:4][CH2:5][C:6]([CH3:52])([CH3:51])[CH2:7][N:8]1[C:14]2[CH:15]=[CH:16][C:17]([Cl:19])=[CH:18][C:13]=2[C@@H:12]([C:20]2[CH:25]=[CH:24][CH:23]=[C:22]([O:26][CH3:27])[C:21]=2[O:28][CH3:29])[O:11][C@H:10]([CH2:30][C:31]([NH:33][C:34]2[CH:35]=[CH:36][C:37]3[O:41][C:40]([CH2:42][CH2:43][C:44]([O:46]CC)=[O:45])=[CH:39][C:38]=3[CH:49]=2)=[O:32])[C:9]1=[O:50])(=O)C.[OH-].[Na+].Cl, predict the reaction product. The product is: [Cl:19][C:17]1[CH:16]=[CH:15][C:14]2[N:8]([CH2:7][C:6]([CH3:51])([CH3:52])[CH2:5][OH:4])[C:9](=[O:50])[C@@H:10]([CH2:30][C:31]([NH:33][C:34]3[CH:35]=[CH:36][C:37]4[O:41][C:40]([CH2:42][CH2:43][C:44]([OH:46])=[O:45])=[CH:39][C:38]=4[CH:49]=3)=[O:32])[O:11][C@H:12]([C:20]3[CH:25]=[CH:24][CH:23]=[C:22]([O:26][CH3:27])[C:21]=3[O:28][CH3:29])[C:13]=2[CH:18]=1. (5) Given the reactants [SiH3][NH+:2]([S-])[C@H:3]([C:6]([OH:8])=[O:7])[CH2:4][SH:5].[N+:10]([C:13]1[CH:18]=[CH:17][C:16]([S:19]Cl)=[CH:15][CH:14]=1)([O-:12])=[O:11], predict the reaction product. The product is: [N+:10]([C:13]1[CH:14]=[CH:15][C:4]([S:5][S:19][C:16]2[CH:17]=[CH:18][C:13]([N+:10]([O-:12])=[O:11])=[CH:14][CH:15]=2)=[CH:3][CH:6]=1)([O-:12])=[O:11].[NH2:2][C@H:3]([C:6]([OH:8])=[O:7])[CH2:4][SH:5]. (6) The product is: [CH2:17]([C:3]([CH2:4][OH:6])([CH2:1][CH2:2][OH:23])[CH2:9][OH:11])[CH3:18]. Given the reactants [CH2:1]([CH:3]([C:9]([O:11]CC)=O)[C:4]([O:6]CC)=O)[CH3:2].[H-].[Na+].Br[CH2:17][C:18](OCC)=O.[O:23]1CCCC1, predict the reaction product. (7) Given the reactants F[C:2]1[CH:3]=[CH:4][C:5]([N+:12]([O-:14])=[O:13])=[C:6]([C:8]([F:11])([F:10])[F:9])[CH:7]=1.CCN(CC)CC.S(C1C=CC(C)=CC=1)(O)(=O)=O.[CH3:33][C@H:34]1[CH2:38][CH2:37][CH2:36][NH:35]1, predict the reaction product. The product is: [CH3:33][C@H:34]1[CH2:38][CH2:37][CH2:36][N:35]1[C:2]1[CH:3]=[CH:4][C:5]([N+:12]([O-:14])=[O:13])=[C:6]([C:8]([F:11])([F:10])[F:9])[CH:7]=1. (8) Given the reactants [CH3:1][CH2:2]/[CH:3]=[CH:4]\[CH2:5]/[CH:6]=[CH:7]\[CH2:8]/[CH:9]=[CH:10]\[CH2:11][CH2:12][CH2:13][CH2:14][CH2:15][CH2:16][CH2:17][C:18]([OH:20])=[O:19].[OH-].[Na+:22], predict the reaction product. The product is: [CH3:1][CH2:2]/[CH:3]=[CH:4]\[CH2:5]/[CH:6]=[CH:7]\[CH2:8]/[CH:9]=[CH:10]\[CH2:11][CH2:12][CH2:13][CH2:14][CH2:15][CH2:16][CH2:17][C:18]([O-:20])=[O:19].[Na+:22]. (9) Given the reactants [Cl:1][C:2]1[C:3](Cl)=[N:4][CH:5]=[C:6]([CH:12]=1)[C:7]([O:9][CH2:10][CH3:11])=[O:8].[NH:14]1[CH2:19][CH2:18][CH:17]([C:20]([OH:22])=[O:21])[CH2:16][CH2:15]1.N1CCNCC1, predict the reaction product. The product is: [Cl:1][C:2]1[C:3]([N:14]2[CH2:19][CH2:18][CH:17]([C:20]([OH:22])=[O:21])[CH2:16][CH2:15]2)=[N:4][CH:5]=[C:6]([C:7]([O:9][CH2:10][CH3:11])=[O:8])[CH:12]=1.